From a dataset of Reaction yield outcomes from USPTO patents with 853,638 reactions. Predict the reaction yield, written as a fraction of the theoretical maximum amount of product (1.0 means a 100% yield; for example, 0.34 means a 34% yield). (1) The reactants are Br[C:2]1[CH:3]=[C:4]2[C:8](=[CH:9][CH:10]=1)[N:7]([C:11]1[CH:16]=[CH:15][CH:14]=[CH:13][CH:12]=1)[C:6](=[O:17])/[C:5]/2=[N:18]\[C:19]1[CH:24]=[CH:23][CH:22]=[C:21]([C:25]([F:28])([F:27])[F:26])[CH:20]=1.[C:29]1(B(O)O)[CH:34]=[CH:33][CH:32]=[CH:31][CH:30]=1.C([O-])([O-])=O.[Na+].[Na+]. The catalyst is C1COCC1.C1C=CC([P]([Pd]([P](C2C=CC=CC=2)(C2C=CC=CC=2)C2C=CC=CC=2)([P](C2C=CC=CC=2)(C2C=CC=CC=2)C2C=CC=CC=2)[P](C2C=CC=CC=2)(C2C=CC=CC=2)C2C=CC=CC=2)(C2C=CC=CC=2)C2C=CC=CC=2)=CC=1. The product is [C:8]1([N:7]2[C:11]3[C:12](=[CH:13][C:14]([C:29]4[CH:34]=[CH:33][CH:32]=[CH:31][CH:30]=4)=[CH:15][CH:16]=3)/[C:5](=[N:18]/[C:19]3[CH:24]=[CH:23][CH:22]=[C:21]([C:25]([F:28])([F:27])[F:26])[CH:20]=3)/[C:6]2=[O:17])[CH:9]=[CH:10][CH:2]=[CH:3][CH:4]=1. The yield is 0.180. (2) The yield is 0.380. The catalyst is C(#N)C.CCOC(C)=O. The reactants are [Cl:1][C:2]1[CH:3]=[C:4](N2C=NC(COS(C)(=O)=O)=N2)[CH:5]=[CH:6][CH:7]=1.C(=O)([O-])[O-].[K+].[K+].[CH:25]1([N:28]2[C:32]([C:33]3[CH:38]=[CH:37][N:36]=[CH:35][CH:34]=3)=[N:31][NH:30][C:29]2=[S:39])[CH2:27][CH2:26]1. The product is [Cl:1][C:2]1[CH:3]=[C:4]([SH:39]([CH2:33][C:32]2[N:28]=[CH:29][NH:30][N:31]=2)[C:29]2[N:28]([CH:25]3[CH2:27][CH2:26]3)[C:32]([C:33]3[CH:38]=[CH:37][N:36]=[CH:35][CH:34]=3)=[N:31][N:30]=2)[CH:5]=[CH:6][CH:7]=1.